Dataset: Reaction yield outcomes from USPTO patents with 853,638 reactions. Task: Predict the reaction yield, written as a fraction of the theoretical maximum amount of product (1.0 means a 100% yield; for example, 0.34 means a 34% yield). (1) The reactants are Br[C:2]1[CH:18]=[C:17]([CH3:19])[C:5]([O:6][Si:7]([CH:14]([CH3:16])[CH3:15])([CH:11]([CH3:13])[CH3:12])[CH:8]([CH3:10])[CH3:9])=[C:4]([CH3:20])[CH:3]=1.[Li]CCCC.[CH3:26][S:27]SC. The catalyst is C1COCC1. The product is [CH3:19][C:17]1[CH:18]=[C:2]([S:27][CH3:26])[CH:3]=[C:4]([CH3:20])[C:5]=1[O:6][Si:7]([CH:14]([CH3:16])[CH3:15])([CH:11]([CH3:13])[CH3:12])[CH:8]([CH3:10])[CH3:9]. The yield is 1.00. (2) The reactants are Br[C:2]1[O:6][C:5]([CH3:7])=[C:4]([CH:8]=[O:9])[CH:3]=1.[F:10][C:11]1[CH:16]=[CH:15][C:14]([O:17][CH3:18])=[CH:13][C:12]=1B(O)O.C(=O)([O-])[O-].[Na+].[Na+].COCCOC. The catalyst is C1C=CC([P]([Pd]([P](C2C=CC=CC=2)(C2C=CC=CC=2)C2C=CC=CC=2)([P](C2C=CC=CC=2)(C2C=CC=CC=2)C2C=CC=CC=2)[P](C2C=CC=CC=2)(C2C=CC=CC=2)C2C=CC=CC=2)(C2C=CC=CC=2)C2C=CC=CC=2)=CC=1.O. The product is [F:10][C:11]1[CH:16]=[CH:15][C:14]([O:17][CH3:18])=[CH:13][C:12]=1[C:2]1[O:6][C:5]([CH3:7])=[C:4]([CH:8]=[O:9])[CH:3]=1. The yield is 0.930. (3) The reactants are [OH:1][C:2]1[CH:11]=[C:10]2[C:5]([CH:6]=[CH:7][N:8]=[CH:9]2)=[CH:4][CH:3]=1.C1(=O)O[CH2:15][CH2:14][O:13]1.C([O-])([O-])=O.[K+].[K+]. The catalyst is CN(C=O)C. The product is [CH:9]1[C:10]2[C:5](=[CH:4][CH:3]=[C:2]([O:1][CH2:15][CH2:14][OH:13])[CH:11]=2)[CH:6]=[CH:7][N:8]=1. The yield is 0.940. (4) The catalyst is C1C=CC=CC=1.C(Cl)Cl.C1(C)C=CC(S(O)(=O)=O)=CC=1.CCOCC.O. The product is [C:1]([O:5][C:6]([N:8]1[CH2:13][CH2:12][C:11]2[NH:23][N:15]=[C:20]([C:19]3[CH:36]=[CH:37][C:29]([Cl:28])=[C:30]([CH3:38])[CH:31]=3)[C:10]=2[CH2:9]1)=[O:7])([CH3:4])([CH3:3])[CH3:2]. The reactants are [C:1]([O:5][C:6]([N:8]1[CH2:13][CH2:12][C:11](=O)[CH2:10][CH2:9]1)=[O:7])([CH3:4])([CH3:3])[CH3:2].[NH:15]1[CH2:20][CH2:19]OCC1.CC[N:23](CC)CC.[Cl:28][C:29]1[CH:37]=[CH:36]C(C(Cl)=O)=[CH:31][C:30]=1[CH3:38]. The yield is 0.520.